From a dataset of Reaction yield outcomes from USPTO patents with 853,638 reactions. Predict the reaction yield, written as a fraction of the theoretical maximum amount of product (1.0 means a 100% yield; for example, 0.34 means a 34% yield). (1) The reactants are N#N.CCN=C=NCCCN(C)C.Cl.CCN(CC)CC.[CH3:22][O:23][C:24]1[CH:25]=[C:26]([CH2:34][CH2:35][C:36]([OH:38])=O)[CH:27]=[C:28]([O:32][CH3:33])[C:29]=1[O:30][CH3:31].[CH2:39]([O:41][C:42]([CH2:44][N:45]1[CH2:50][CH2:49][NH:48][CH2:47][CH2:46]1)=[O:43])[CH3:40]. The catalyst is C(Cl)Cl.CN(C1C=CN=CC=1)C. The product is [CH2:39]([O:41][C:42](=[O:43])[CH2:44][N:45]1[CH2:50][CH2:49][N:48]([C:36](=[O:38])[CH2:35][CH2:34][C:26]2[CH:27]=[C:28]([O:32][CH3:33])[C:29]([O:30][CH3:31])=[C:24]([O:23][CH3:22])[CH:25]=2)[CH2:47][CH2:46]1)[CH3:40]. The yield is 0.830. (2) The reactants are [Cl:1][C:2]1[C:7]([C:8]([N:10]([CH2:24][CH2:25][OH:26])[C:11]2[CH:12]=[C:13]3[C:17](=[CH:18][CH:19]=2)[N:16]([CH:20]2[CH2:23][O:22][CH2:21]2)[CH:15]=[CH:14]3)=[O:9])=[C:6](Cl)[N:5]=[CH:4][N:3]=1.C(N(CC)CC)C. The catalyst is C(#N)C. The product is [Cl:1][C:2]1[C:7]2[C:8](=[O:9])[N:10]([C:11]3[CH:12]=[C:13]4[C:17](=[CH:18][CH:19]=3)[N:16]([CH:20]3[CH2:23][O:22][CH2:21]3)[CH:15]=[CH:14]4)[CH2:24][CH2:25][O:26][C:6]=2[N:5]=[CH:4][N:3]=1. The yield is 0.730. (3) The reactants are [NH2:1][CH2:2][CH2:3][N:4]([CH2:15][CH3:16])[CH2:5][CH2:6][O:7][C:8]1[C:9]([F:14])=[N:10][CH:11]=[CH:12][CH:13]=1.[I:17][C:18]1[CH:19]=[N:20][CH:21]=[C:22]2[C:27]=1[N:26]=[C:25]([C:28](OCC)=[O:29])[CH:24]=[CH:23]2.C(N(CCNC(C1C=NC2C(=CC=C(I)C=2)N=1)=O)CCOC1C(F)=NC=CC=1)C. No catalyst specified. The product is [CH2:15]([N:4]([CH2:3][CH2:2][NH:1][C:28]([C:25]1[CH:24]=[CH:23][C:22]2[C:27](=[C:18]([I:17])[CH:19]=[N:20][CH:21]=2)[N:26]=1)=[O:29])[CH2:5][CH2:6][O:7][C:8]1[C:9]([F:14])=[N:10][CH:11]=[CH:12][CH:13]=1)[CH3:16]. The yield is 0.960. (4) The reactants are N[C:2]1[CH:3]=[CH:4][C:5]([CH3:13])=[C:6]([CH:12]=1)[C:7]([O:9][CH2:10][CH3:11])=[O:8].N([O-])=[O:15].[Na+]. The catalyst is S(=O)(=O)(O)O.O.C(OCC)(=O)C. The product is [OH:15][C:2]1[CH:3]=[CH:4][C:5]([CH3:13])=[C:6]([CH:12]=1)[C:7]([O:9][CH2:10][CH3:11])=[O:8]. The yield is 0.860. (5) The reactants are [N:12]1[C:13]2[C:8](=CC=[C:8]3[C:13]=2[N:12]=[CH:11][CH:10]=[CH:9]3)[CH:9]=[CH:10][CH:11]=1.[C:15]([O-:18])([O-])=O.[Cs+].[Cs+].I[C:22]1[CH:23]=NC=C[CH:27]=1. The catalyst is [Cu]I.C(O)CCC. The product is [CH2:15]([O:18][C:8]1[CH:13]=[N:12][CH:11]=[CH:10][CH:9]=1)[CH2:27][CH2:22][CH3:23]. The yield is 0.830.